From a dataset of Catalyst prediction with 721,799 reactions and 888 catalyst types from USPTO. Predict which catalyst facilitates the given reaction. (1) Reactant: Br[C:2]1[CH:7]=[CH:6][CH:5]=[C:4]([C:8]#[C:9][CH3:10])[CH:3]=1.BrC1C=C(OCC)C=CC=1.[OH:21][CH2:22][C:23]1[CH:28]=[CH:27][C:26](B(O)O)=[CH:25][CH:24]=1.C(=O)([O-])[O-].[Na+].[Na+]. Product: [C:8]([C:4]1[CH:3]=[C:2]([C:26]2[CH:27]=[CH:28][C:23]([CH2:22][OH:21])=[CH:24][CH:25]=2)[CH:7]=[CH:6][CH:5]=1)#[C:9][CH3:10]. The catalyst class is: 103. (2) Reactant: [CH:1]1([C:5]2[CH:10]=[CH:9][C:8]([NH:11][C:12]3[C:13]4[N:14]([CH:21]=[N:22][CH:23]=4)[CH:15]=[CH:16][C:17]=3[C:18]([OH:20])=O)=[C:7]([F:24])[CH:6]=2)[CH2:4][CH2:3][CH2:2]1.CCN=C=NCCCN(C)C.C1C=CC2N(O)N=NC=2C=1.CCN(C(C)C)C(C)C.[CH:55]([O:57][CH2:58][CH2:59][O:60][NH2:61])=[CH2:56]. Product: [CH:55]([O:57][CH2:58][CH2:59][O:60][NH:61][C:18]([C:17]1[CH:16]=[CH:15][N:14]2[CH:21]=[N:22][CH:23]=[C:13]2[C:12]=1[NH:11][C:8]1[CH:9]=[CH:10][C:5]([CH:1]2[CH2:4][CH2:3][CH2:2]2)=[CH:6][C:7]=1[F:24])=[O:20])=[CH2:56]. The catalyst class is: 1.